Dataset: M1 muscarinic receptor antagonist screen with 61,756 compounds. Task: Binary Classification. Given a drug SMILES string, predict its activity (active/inactive) in a high-throughput screening assay against a specified biological target. The result is 0 (inactive). The compound is O=C1N(CC(C1)C(=O)N)c1ccc(cc1)C.